Predict which catalyst facilitates the given reaction. From a dataset of Catalyst prediction with 721,799 reactions and 888 catalyst types from USPTO. (1) Reactant: [C:1]1([CH2:7][S:8]([C:11]2[CH:12]=[C:13]3[C:17](=[CH:18][CH:19]=2)[NH:16][C:15](=[O:20])[CH2:14]3)(=[O:10])=[O:9])[CH:6]=[CH:5][CH:4]=[CH:3][CH:2]=1.[OH:21][CH:22]1[CH2:27][CH2:26][N:25]([C:28](=[O:39])[CH2:29][C:30]2[C:31]([CH3:38])=[C:32]([CH:36]=O)[NH:33][C:34]=2[CH3:35])[CH2:24][CH2:23]1.N1CCCCC1. Product: [OH:21][CH:22]1[CH2:27][CH2:26][N:25]([C:28](=[O:39])[CH2:29][C:30]2[C:31]([CH3:38])=[C:32](/[CH:36]=[C:14]3\[C:15](=[O:20])[NH:16][C:17]4[C:13]\3=[CH:12][C:11]([S:8]([CH2:7][C:1]3[CH:2]=[CH:3][CH:4]=[CH:5][CH:6]=3)(=[O:10])=[O:9])=[CH:19][CH:18]=4)[NH:33][C:34]=2[CH3:35])[CH2:24][CH2:23]1. The catalyst class is: 8. (2) Reactant: [F:1][C:2]1[CH:7]=[CH:6][CH:5]=[C:4]([F:8])[C:3]=1[CH:9]1[O:13][N:12]=[C:11]([C:14](N(C)C)=[O:15])[CH2:10]1.[C:19]1(C)C=CC=CC=1.C[Mg]Br.Cl. Product: [F:1][C:2]1[CH:7]=[CH:6][CH:5]=[C:4]([F:8])[C:3]=1[CH:9]1[O:13][N:12]=[C:11]([C:14](=[O:15])[CH3:19])[CH2:10]1. The catalyst class is: 6. (3) Reactant: [CH2:1]([N:8]1[C:16]2[C:11](=[CH:12][C:13]([N+:17]([O-])=O)=[CH:14][CH:15]=2)[CH:10]=[N:9]1)[C:2]1[CH:7]=[CH:6][CH:5]=[CH:4][CH:3]=1. Product: [CH2:1]([N:8]1[C:16]2[C:11](=[CH:12][C:13]([NH2:17])=[CH:14][CH:15]=2)[CH:10]=[N:9]1)[C:2]1[CH:3]=[CH:4][CH:5]=[CH:6][CH:7]=1. The catalyst class is: 180. (4) Reactant: [Br:1][C:2]1[CH:3]=[C:4]([O:11][CH3:12])[C:5]([OH:10])=[C:6]([CH:9]=1)[CH:7]=O.C([O-])([O-])=O.[K+].[K+].C(N(CC)CC)C.[F:26][C:27]([F:36])([F:35])/[CH:28]=[CH:29]/[C:30]([O:32][CH2:33][CH3:34])=[O:31].Cl. Product: [Br:1][C:2]1[CH:9]=[C:6]2[C:5](=[C:4]([O:11][CH3:12])[CH:3]=1)[O:10][CH:28]([C:27]([F:26])([F:36])[F:35])[C:29]([C:30]([O:32][CH2:33][CH3:34])=[O:31])=[CH:7]2. The catalyst class is: 16. (5) Reactant: [F:1][C:2]1[CH:7]=[CH:6][C:5]([C:8]2([CH:14]=O)[CH2:13][CH2:12][CH2:11][CH2:10][CH2:9]2)=[CH:4][CH:3]=1.[Br-].[C:17]([CH2:20][CH2:21][P+](C1C=CC=CC=1)(C1C=CC=CC=1)C1C=CC=CC=1)([OH:19])=[O:18].C[Si]([N-][Si](C)(C)C)(C)C.[Li+].Cl. Product: [F:1][C:2]1[CH:3]=[CH:4][C:5]([C:8]2(/[CH:14]=[CH:21]/[CH2:20][C:17]([OH:19])=[O:18])[CH2:9][CH2:10][CH2:11][CH2:12][CH2:13]2)=[CH:6][CH:7]=1. The catalyst class is: 1. (6) Reactant: C(NC(C)C)(C)C.C([Li])CCC.[CH:13]1([C:16]([O:18][C:19]([CH3:22])([CH3:21])[CH3:20])=[O:17])[CH2:15][CH2:14]1.[Br:23][C:24]1[CH:29]=[C:28]([CH2:30]Br)[CH:27]=[CH:26][C:25]=1[F:32].[Cl-].[NH4+]. Product: [Br:23][C:24]1[CH:29]=[C:28]([CH:27]=[CH:26][C:25]=1[F:32])[CH2:30][C:13]1([C:16]([O:18][C:19]([CH3:22])([CH3:21])[CH3:20])=[O:17])[CH2:15][CH2:14]1. The catalyst class is: 56. (7) Reactant: [NH2:1][C:2]1[CH:3]=[C:4]([C@H:8]([N:15]([CH3:27])[C:16](=[O:26])[CH2:17][C:18]2[CH:23]=[CH:22][C:21]([Cl:24])=[C:20]([Cl:25])[CH:19]=2)[CH2:9][N:10]2[CH2:14][CH2:13][CH2:12][CH2:11]2)[CH:5]=[CH:6][CH:7]=1.N1C=CC=CC=1.[CH3:34][O:35][CH2:36][CH2:37][S:38](Cl)(=[O:40])=[O:39]. Product: [Cl:25][C:20]1[CH:19]=[C:18]([CH2:17][C:16]([N:15]([C@@H:8]([C:4]2[CH:5]=[CH:6][CH:7]=[C:2]([NH:1][S:38]([CH2:37][CH2:36][O:35][CH3:34])(=[O:40])=[O:39])[CH:3]=2)[CH2:9][N:10]2[CH2:11][CH2:12][CH2:13][CH2:14]2)[CH3:27])=[O:26])[CH:23]=[CH:22][C:21]=1[Cl:24]. The catalyst class is: 4. (8) Reactant: [N+:1]([C:4]1[CH:5]=[C:6]([CH:11]=[CH:12][C:13]=1[C:14]1[S:15][C:16]2[C:21]([N:22]=1)=[CH:20][CH:19]=[C:18]([C:23]1([C:26]3[CH:31]=[CH:30][CH:29]=[CH:28][CH:27]=3)[CH2:25][CH2:24]1)[N:17]=2)[C:7](OC)=[O:8])([O-:3])=[O:2].CO.[BH4-].[Li+]. Product: [N+:1]([C:4]1[CH:5]=[C:6]([CH2:7][OH:8])[CH:11]=[CH:12][C:13]=1[C:14]1[S:15][C:16]2[C:21]([N:22]=1)=[CH:20][CH:19]=[C:18]([C:23]1([C:26]3[CH:27]=[CH:28][CH:29]=[CH:30][CH:31]=3)[CH2:24][CH2:25]1)[N:17]=2)([O-:3])=[O:2]. The catalyst class is: 1.